Predict the reactants needed to synthesize the given product. From a dataset of Full USPTO retrosynthesis dataset with 1.9M reactions from patents (1976-2016). (1) Given the product [N:22]([CH2:2][CH:3]([F:21])[CH2:4][CH2:5][N:6]1[CH:11]=[CH:10][C:9]([NH:12][C:13](=[O:19])[O:14][C:15]([CH3:18])([CH3:17])[CH3:16])=[N:8][C:7]1=[O:20])=[N+:23]=[N-:24], predict the reactants needed to synthesize it. The reactants are: Br[CH2:2][CH:3]([F:21])[CH2:4][CH2:5][N:6]1[CH:11]=[CH:10][C:9]([NH:12][C:13](=[O:19])[O:14][C:15]([CH3:18])([CH3:17])[CH3:16])=[N:8][C:7]1=[O:20].[N-:22]=[N+:23]=[N-:24].[Na+].C(OC)(=O)C#C.CC(O)=O.CCN(C(C)C)C(C)C. (2) Given the product [F:34][C:35]1[CH:40]=[C:39]([C:41]2[O:42][CH:43]=[C:44]([CH2:46][N:47]3[CH2:48][CH2:49][CH2:50][CH2:51][CH2:52]3)[N:45]=2)[CH:38]=[CH:37][C:36]=1[O:53][CH2:62][CH2:61][CH2:60][N:54]1[CH2:59][CH2:58][CH2:57][CH2:56][CH2:55]1, predict the reactants needed to synthesize it. The reactants are: C1(P(C2C=CC=CC=2)C2C=CC=CC=2)C=CC=CC=1.CC(OC(/N=N/C(OC(C)C)=O)=O)C.[F:34][C:35]1[CH:40]=[C:39]([C:41]2[O:42][CH:43]=[C:44]([CH2:46][N:47]3[CH2:52][CH2:51][CH2:50][CH2:49][CH2:48]3)[N:45]=2)[CH:38]=[CH:37][C:36]=1[OH:53].[N:54]1([CH2:60][CH2:61][CH2:62]O)[CH2:59][CH2:58][CH2:57][CH2:56][CH2:55]1.Cl.